Predict the product of the given reaction. From a dataset of Forward reaction prediction with 1.9M reactions from USPTO patents (1976-2016). (1) Given the reactants [NH2:1][CH2:2][CH:3]([C:10]1([OH:32])[CH2:15][CH2:14][N:13]([C:16]([C:18]2[CH:23]=[C:22]([C:24]([F:27])([F:26])[F:25])[CH:21]=[C:20]([C:28]([F:31])([F:30])[F:29])[CH:19]=2)=[O:17])[CH2:12][CH2:11]1)[C:4]1[CH:9]=[CH:8][CH:7]=[CH:6][CH:5]=1.[CH3:33][N:34]1[CH2:39][CH2:38][C:37](=O)[CH2:36][CH2:35]1.[O:41]1CCC[CH2:42]1.C(O[BH-](OC(=O)C)OC(=O)C)(=O)C.[Na+].C(=O)([O-])O.[Na+].C(N1C=CN=C1)(N1C=CN=C1)=O, predict the reaction product. The product is: [F:31][C:28]([F:29])([F:30])[C:20]1[CH:19]=[C:18]([CH:23]=[C:22]([C:24]([F:25])([F:26])[F:27])[CH:21]=1)[C:16]([N:13]1[CH2:14][CH2:15][C:10]2([O:32][C:42](=[O:41])[N:1]([CH:37]3[CH2:38][CH2:39][N:34]([CH3:33])[CH2:35][CH2:36]3)[CH2:2][CH:3]2[C:4]2[CH:5]=[CH:6][CH:7]=[CH:8][CH:9]=2)[CH2:11][CH2:12]1)=[O:17]. (2) Given the reactants [Cl:1][C:2]1[CH:3]=[C:4]([C:8]2[S:12][C:11]([C:13]([O:15]CC)=[O:14])=[CH:10][C:9]=2[C:18]2[CH:23]=[CH:22][CH:21]=[C:20]([C:24]#[N:25])[CH:19]=2)[CH:5]=[CH:6][CH:7]=1.[OH-].[Li+], predict the reaction product. The product is: [Cl:1][C:2]1[CH:3]=[C:4]([C:8]2[S:12][C:11]([C:13]([OH:15])=[O:14])=[CH:10][C:9]=2[C:18]2[CH:23]=[CH:22][CH:21]=[C:20]([C:24]#[N:25])[CH:19]=2)[CH:5]=[CH:6][CH:7]=1. (3) Given the reactants C([O:3][C:4](=O)[C:5]([OH:23])([C:19]([F:22])([F:21])[F:20])[CH2:6][C:7]([C:10]1[CH:15]=[C:14]([Br:16])[CH:13]=[CH:12][C:11]=1[O:17][CH3:18])([CH3:9])[CH3:8])C.[H-].[Al+3].[Li+].[H-].[H-].[H-].C(=O)(O)[O-].[Na+], predict the reaction product. The product is: [Br:16][C:14]1[CH:13]=[CH:12][C:11]([O:17][CH3:18])=[C:10]([C:7]([CH3:9])([CH3:8])[CH2:6][C:5]([OH:23])([C:19]([F:22])([F:21])[F:20])[CH2:4][OH:3])[CH:15]=1. (4) Given the reactants [CH2:1]([C:8]1[C:9]([CH3:23])=[N:10][C:11]2[N:12]([N:15]=[CH:16][C:17]=2[C:18]([O:20][CH2:21][CH3:22])=[O:19])[C:13]=1Cl)[C:2]1[CH:7]=[CH:6][CH:5]=[CH:4][CH:3]=1.CC([O-])=O.[Na+], predict the reaction product. The product is: [CH2:1]([C:8]1[C:9]([CH3:23])=[N:10][C:11]2[N:12]([N:15]=[CH:16][C:17]=2[C:18]([O:20][CH2:21][CH3:22])=[O:19])[CH:13]=1)[C:2]1[CH:3]=[CH:4][CH:5]=[CH:6][CH:7]=1. (5) Given the reactants CN(C(ON1N=NC2C=CC=NC1=2)=[N+](C)C)C.F[P-](F)(F)(F)(F)F.C1C=NC2N(O)N=NC=2C=1.CCN(C(C)C)C(C)C.[Cl:44][C:45]1[N:50]=[C:49]([NH:51][CH2:52][CH2:53][CH2:54][CH2:55][C:56](O)=[O:57])[CH:48]=[C:47]([N:59]2[CH2:64][CH2:63][O:62][CH2:61][CH2:60]2)[N:46]=1, predict the reaction product. The product is: [Cl:44][C:45]1[N:50]=[C:49]([N:51]2[CH2:52][CH2:53][CH2:54][CH2:55][C:56]2=[O:57])[CH:48]=[C:47]([N:59]2[CH2:64][CH2:63][O:62][CH2:61][CH2:60]2)[N:46]=1. (6) Given the reactants S(=O)(=O)(O)O.[Br:6][C:7]1[CH:12]=[C:11]([F:13])[CH:10]=[CH:9][C:8]=1[C:14](O)([CH3:16])[CH3:15].C[Si]([C:22]#[N:23])(C)C.[OH-:24].[NH4+], predict the reaction product. The product is: [Br:6][C:7]1[CH:12]=[C:11]([F:13])[CH:10]=[CH:9][C:8]=1[C:14]([NH:23][CH:22]=[O:24])([CH3:16])[CH3:15]. (7) Given the reactants N1C=CC=CC=1.Cl[C:8]([O:10][CH3:11])=[O:9].[NH2:12][CH2:13][CH2:14][O:15][C:16]1[C:25]2[C:20](=[CH:21][CH:22]=[CH:23][CH:24]=2)[CH:19]=[C:18]([CH2:26][N:27]([CH:35]2[CH2:37][CH2:36]2)[C:28](=[O:34])[O:29][C:30]([CH3:33])([CH3:32])[CH3:31])[CH:17]=1.O, predict the reaction product. The product is: [C:30]([O:29][C:28]([N:27]([CH2:26][C:18]1[CH:17]=[C:16]([O:15][CH2:14][CH2:13][NH:12][C:8](=[O:9])[O:10][CH3:11])[C:25]2[C:20]([CH:19]=1)=[CH:21][CH:22]=[CH:23][CH:24]=2)[CH:35]1[CH2:36][CH2:37]1)=[O:34])([CH3:31])([CH3:32])[CH3:33]. (8) Given the reactants F[C:2]1[CH:9]=[CH:8][C:5]([CH:6]=[O:7])=[CH:4][C:3]=1[C:10]1[C:18]2[C:13](=[C:14]([O:19][CH3:20])[N:15]=[CH:16][CH:17]=2)[N:12]([CH3:21])[CH:11]=1.[F:22][C:23]1[CH:28]=[C:27]([F:29])[CH:26]=[CH:25][C:24]=1[OH:30].C(=O)([O-])[O-].[Cs+].[Cs+], predict the reaction product. The product is: [F:22][C:23]1[CH:28]=[C:27]([F:29])[CH:26]=[CH:25][C:24]=1[O:30][C:2]1[CH:9]=[CH:8][C:5]([CH:6]=[O:7])=[CH:4][C:3]=1[C:10]1[C:18]2[C:13](=[C:14]([O:19][CH3:20])[N:15]=[CH:16][CH:17]=2)[N:12]([CH3:21])[CH:11]=1. (9) Given the reactants Cl[C:2]1[N:7]=[C:6](Cl)[CH:5]=[CH:4][N:3]=1.[CH:9]1([NH2:15])[CH2:14][CH2:13][CH2:12][CH2:11][CH2:10]1.[CH3:16][C:17]1[CH:21]=[C:20]([CH3:22])[NH:19][N:18]=1, predict the reaction product. The product is: [CH:9]1([NH:15][C:6]2[CH:5]=[CH:4][N:3]=[C:2]([N:18]3[C:17]([CH3:16])=[CH:21][C:20]([CH3:22])=[N:19]3)[N:7]=2)[CH2:14][CH2:13][CH2:12][CH2:11][CH2:10]1.